From a dataset of Forward reaction prediction with 1.9M reactions from USPTO patents (1976-2016). Predict the product of the given reaction. (1) Given the reactants Cl.[C:2]([C:6]1[N:10]([CH2:11][CH:12]2[CH2:17][CH2:16][O:15][CH2:14][CH2:13]2)[C:9]2[CH:18]=[CH:19][C:20]([NH:22][CH2:23][CH3:24])=[CH:21][C:8]=2[N:7]=1)([CH3:5])([CH3:4])[CH3:3].[CH3:25][NH:26][C:27]([NH:29][C:30]1[CH:35]=[CH:34][C:33]([S:36](Cl)(=[O:38])=[O:37])=[CH:32][CH:31]=1)=[O:28].CCOC(C)=O.CO, predict the reaction product. The product is: [C:2]([C:6]1[N:10]([CH2:11][CH:12]2[CH2:17][CH2:16][O:15][CH2:14][CH2:13]2)[C:9]2[CH:18]=[CH:19][C:20]([N:22]([CH2:23][CH3:24])[S:36]([C:33]3[CH:32]=[CH:31][C:30]([NH:29][C:27]([NH:26][CH3:25])=[O:28])=[CH:35][CH:34]=3)(=[O:38])=[O:37])=[CH:21][C:8]=2[N:7]=1)([CH3:5])([CH3:3])[CH3:4]. (2) Given the reactants C(C1N=C(N2CCC(F)(F)C2)C2C(=NN(CC)N=2)N=1)(C)(C)C.[F:23][C:24]([F:47])([F:46])[C@H:25]([CH3:45])[O:26][C:27]1[N:28]=[C:29]([N:36]2[CH2:40][CH2:39][C@H:38]([NH:41][C:42](=[O:44])[CH3:43])[CH2:37]2)[C:30]2[N:35]=[N:34][NH:33][C:31]=2[N:32]=1.Br[CH2:49][C:50]1[CH:55]=[CH:54][CH:53]=[CH:52][C:51]=1[C:56]([F:59])([F:58])[F:57], predict the reaction product. The product is: [F:57][C:56]([F:58])([F:59])[C:51]1[CH:52]=[CH:53][CH:54]=[CH:55][C:50]=1[CH2:49][N:34]1[N:33]=[C:31]2[N:32]=[C:27]([O:26][C@@H:25]([CH3:45])[C:24]([F:23])([F:46])[F:47])[N:28]=[C:29]([N:36]3[CH2:40][CH2:39][C@H:38]([NH:41][C:42](=[O:44])[CH3:43])[CH2:37]3)[C:30]2=[N:35]1. (3) Given the reactants [CH3:1][O:2][C:3]1[CH:4]=[C:5]([CH:31]=[CH:32][C:33]=1[O:34][CH3:35])[CH2:6][CH:7]1[C:16]2[C:11](=[CH:12][C:13]([OH:19])=[C:14]([O:17][CH3:18])[CH:15]=2)[CH2:10][CH2:9][N:8]1[CH2:20][C:21]([NH:23][CH2:24][C:25]1[CH:30]=[CH:29][CH:28]=[CH:27][CH:26]=1)=[O:22].Br[CH2:37][CH2:38][CH2:39][F:40], predict the reaction product. The product is: [CH3:1][O:2][C:3]1[CH:4]=[C:5]([CH:31]=[CH:32][C:33]=1[O:34][CH3:35])[CH2:6][CH:7]1[C:16]2[C:11](=[CH:12][C:13]([O:19][CH2:37][CH2:38][CH2:39][F:40])=[C:14]([O:17][CH3:18])[CH:15]=2)[CH2:10][CH2:9][N:8]1[CH2:20][C:21]([NH:23][CH2:24][C:25]1[CH:30]=[CH:29][CH:28]=[CH:27][CH:26]=1)=[O:22].